Dataset: Peptide-MHC class I binding affinity with 185,985 pairs from IEDB/IMGT. Task: Regression. Given a peptide amino acid sequence and an MHC pseudo amino acid sequence, predict their binding affinity value. This is MHC class I binding data. (1) The peptide sequence is VDPNANPNA. The MHC is Mamu-A11 with pseudo-sequence Mamu-A11. The binding affinity (normalized) is 0.198. (2) The peptide sequence is GLILFVLAL. The MHC is HLA-A02:03 with pseudo-sequence HLA-A02:03. The binding affinity (normalized) is 0.435.